From a dataset of Catalyst prediction with 721,799 reactions and 888 catalyst types from USPTO. Predict which catalyst facilitates the given reaction. (1) Reactant: [CH2:1]([C:4]1[S:13][C:7]2[N:8]=[CH:9][NH:10][C:11](=[O:12])[C:6]=2[CH:5]=1)[CH2:2][CH3:3].[O:14]1[C:16]2([CH2:21][CH2:20][N:19]([C:22]([O:24][C:25]([CH3:28])([CH3:27])[CH3:26])=[O:23])[CH2:18][CH2:17]2)[CH2:15]1.C(=O)([O-])[O-].[Cs+].[Cs+]. Product: [OH:14][C:16]1([CH2:15][N:10]2[C:11](=[O:12])[C:6]3[CH:5]=[C:4]([CH2:1][CH2:2][CH3:3])[S:13][C:7]=3[N:8]=[CH:9]2)[CH2:17][CH2:18][N:19]([C:22]([O:24][C:25]([CH3:28])([CH3:27])[CH3:26])=[O:23])[CH2:20][CH2:21]1. The catalyst class is: 39. (2) Reactant: [Cl:1][C:2]1[CH:10]=[CH:9][C:5]([C:6](O)=[O:7])=[C:4]([CH3:11])[CH:3]=1.C(Cl)(=O)C([Cl:15])=O. Product: [Cl:1][C:2]1[CH:10]=[CH:9][C:5]([C:6]([Cl:15])=[O:7])=[C:4]([CH3:11])[CH:3]=1. The catalyst class is: 139. (3) Reactant: [F:1][C:2]1[CH:3]=[C:4]([C:8]2[N:13]=[CH:12][C:11]([C:14]([OH:16])=O)=[CH:10][CH:9]=2)[CH:5]=[CH:6][CH:7]=1.S(Cl)([Cl:19])=O. Product: [F:1][C:2]1[CH:3]=[C:4]([C:8]2[N:13]=[CH:12][C:11]([C:14]([Cl:19])=[O:16])=[CH:10][CH:9]=2)[CH:5]=[CH:6][CH:7]=1. The catalyst class is: 12. (4) Reactant: C([N:3]1[C:7]([C:8]([F:11])([F:10])[F:9])=[C:6]([C:12]([OH:14])=[O:13])[S:5][C:4]1=[O:15])C.[OH-].[Li+]. Product: [O:15]=[C:4]1[NH:3][C:7]([C:8]([F:11])([F:9])[F:10])=[C:6]([C:12]([OH:14])=[O:13])[S:5]1. The catalyst class is: 20. (5) Reactant: [Cl-].[Li+].C([Mg]Cl)(C)C.[CH2:8]([O:15][C:16]1[C:21]([CH2:22][N:23]2[CH2:32][CH2:31][C:30]3[C:25](=[C:26]([Cl:35])[C:27](I)=[CH:28][C:29]=3[CH3:33])[C:24]2=[O:36])=[C:20]([O:37][CH3:38])[CH:19]=[C:18]([CH3:39])[N:17]=1)[C:9]1[CH:14]=[CH:13][CH:12]=[CH:11][CH:10]=1.[O:40]1[CH2:44][CH2:43][CH:42]([CH:45]=[O:46])[CH2:41]1. Product: [CH2:8]([O:15][C:16]1[C:21]([CH2:22][N:23]2[CH2:32][CH2:31][C:30]3[C:25](=[C:26]([Cl:35])[C:27]([CH:45]([OH:46])[CH:42]4[CH2:43][CH2:44][O:40][CH2:41]4)=[CH:28][C:29]=3[CH3:33])[C:24]2=[O:36])=[C:20]([O:37][CH3:38])[CH:19]=[C:18]([CH3:39])[N:17]=1)[C:9]1[CH:14]=[CH:13][CH:12]=[CH:11][CH:10]=1. The catalyst class is: 266. (6) The catalyst class is: 13. Product: [C:44]([OH:51])(=[O:50])/[CH:45]=[CH:46]\[C:47]([OH:49])=[O:48].[C:44]([OH:51])(=[O:50])/[CH:45]=[CH:46]\[C:47]([OH:49])=[O:48].[C:44]([OH:51])(=[O:50])/[CH:45]=[CH:46]\[C:47]([OH:49])=[O:48].[NH2:1][C:2]1[N:7]=[CH:6][N:5]=[C:4]2[N:8]([C@H:31]3[CH2:32][CH2:33][C@H:34]([N:37]4[CH2:38][CH2:39][N:40]([CH3:43])[CH2:41][CH2:42]4)[CH2:35][CH2:36]3)[N:9]=[C:10]([C:11]3[CH:16]=[CH:15][C:14]([NH:17][C:18]([C@H:20]4[CH2:22][C@@H:21]4[C:23]4[CH:24]=[CH:25][CH:26]=[CH:27][CH:28]=4)=[O:19])=[C:13]([O:29][CH3:30])[CH:12]=3)[C:3]=12. Reactant: [NH2:1][C:2]1[N:7]=[CH:6][N:5]=[C:4]2[N:8]([C@H:31]3[CH2:36][CH2:35][C@H:34]([N:37]4[CH2:42][CH2:41][N:40]([CH3:43])[CH2:39][CH2:38]4)[CH2:33][CH2:32]3)[N:9]=[C:10]([C:11]3[CH:16]=[CH:15][C:14]([NH:17][C:18]([C@H:20]4[CH2:22][C@@H:21]4[C:23]4[CH:28]=[CH:27][CH:26]=[CH:25][CH:24]=4)=[O:19])=[C:13]([O:29][CH3:30])[CH:12]=3)[C:3]=12.[C:44]([OH:51])(=[O:50])/[CH:45]=[CH:46]\[C:47]([OH:49])=[O:48]. (7) Reactant: [CH3:1][S:2][C:3]1[S:7][C:6]2=[N:8][C:9]([C:11]3[O:12][C:13]4[C:14](=[C:16]([OH:20])[CH:17]=[CH:18][CH:19]=4)[CH:15]=3)=[CH:10][N:5]2[N:4]=1.Cl.Cl[CH2:23][C:24]1[CH:25]=[N:26][CH:27]=[CH:28][CH:29]=1.[H-].[Na+]. Product: [CH3:1][S:2][C:3]1[S:7][C:6]2=[N:8][C:9]([C:11]3[O:12][C:13]4[CH:19]=[CH:18][CH:17]=[C:16]([O:20][CH2:23][C:24]5[CH:25]=[N:26][CH:27]=[CH:28][CH:29]=5)[C:14]=4[CH:15]=3)=[CH:10][N:5]2[N:4]=1. The catalyst class is: 3. (8) Reactant: [NH2:1][C:2]1[N:10]=[C:9]2[C:5]([N:6]=[CH:7][N:8]2[CH:11]2[CH:15]([O:16]C(=O)C3C=CC=CC=3)[CH2:14][CH:13]([CH:25]=[CH:26][P:27]([O:32]CC)([O:29]CC)=[O:28])[O:12]2)=[C:4](Cl)[N:3]=1.C[Si](Br)(C)C.[N:41]1C(C)=CC=CC=1C. The catalyst class is: 23. Product: [NH2:1][C:2]1[N:10]=[C:9]2[C:5]([N:6]=[CH:7][N:8]2[CH:11]2[O:12][CH:13]([CH:25]=[CH:26][P:27](=[O:28])([OH:29])[OH:32])[CH2:14][CH:15]2[OH:16])=[C:4]([NH2:41])[N:3]=1.